Dataset: Catalyst prediction with 721,799 reactions and 888 catalyst types from USPTO. Task: Predict which catalyst facilitates the given reaction. (1) Reactant: [CH3:1][O:2][C:3]1[CH:8]=[CH:7][C:6]([C:9]2[C:17]3[C:16]([NH:18][CH2:19][CH2:20][CH2:21][O:22][CH2:23][CH2:24][C:25]#[N:26])=[N:15][CH:14]=[N:13][C:12]=3[O:11][C:10]=2[C:27]2[CH:32]=[CH:31][CH:30]=[CH:29][CH:28]=2)=[CH:5][CH:4]=1.C[Si]([N:37]=[N+:38]=[N-:39])(C)C.C([Sn](=O)CCCC)CCC. Product: [CH3:1][O:2][C:3]1[CH:4]=[CH:5][C:6]([C:9]2[C:17]3[C:16]([NH:18][CH2:19][CH2:20][CH2:21][O:22][CH2:23][CH2:24][C:25]4[NH:39][N:38]=[N:37][N:26]=4)=[N:15][CH:14]=[N:13][C:12]=3[O:11][C:10]=2[C:27]2[CH:28]=[CH:29][CH:30]=[CH:31][CH:32]=2)=[CH:7][CH:8]=1. The catalyst class is: 11. (2) Reactant: [CH2:1]([O:8][C:9](=[O:30])[C@@H:10]([NH:22][C:23]([O:25][C:26]([CH3:29])([CH3:28])[CH3:27])=[O:24])[CH2:11][C:12](=[O:21])[NH:13][C:14]1[CH:19]=[CH:18][CH:17]=[CH:16][C:15]=1[NH2:20])[C:2]1[CH:7]=[CH:6][CH:5]=[CH:4][CH:3]=1.[CH:31](=O)[CH2:32][CH2:33][CH2:34][CH3:35].C(O[BH-](OC(=O)C)OC(=O)C)(=O)C.[Na+].C(Cl)(Cl)Cl. Product: [CH2:1]([O:8][C:9](=[O:30])[C@@H:10]([NH:22][C:23]([O:25][C:26]([CH3:27])([CH3:29])[CH3:28])=[O:24])[CH2:11][C:12](=[O:21])[NH:13][C:14]1[CH:19]=[CH:18][CH:17]=[CH:16][C:15]=1[NH:20][CH2:31][CH2:32][CH2:33][CH2:34][CH3:35])[C:2]1[CH:7]=[CH:6][CH:5]=[CH:4][CH:3]=1. The catalyst class is: 10.